This data is from Full USPTO retrosynthesis dataset with 1.9M reactions from patents (1976-2016). The task is: Predict the reactants needed to synthesize the given product. (1) The reactants are: [C:9](O[C:9]([O:11][C:12]([CH3:15])([CH3:14])[CH3:13])=[O:10])([O:11][C:12]([CH3:15])([CH3:14])[CH3:13])=[O:10].Cl.[SH:17][CH2:18][CH2:19][NH2:20].ClCCl. Given the product [SH:17][CH2:18][CH2:19][NH:20][C:9]([O:11][C:12]([CH3:13])([CH3:14])[CH3:15])=[O:10], predict the reactants needed to synthesize it. (2) Given the product [Cl:14][C:15]1[C:20]([Cl:21])=[C:19]([Cl:22])[CH:18]=[CH:17][C:16]=1[S:23]([NH:13][C:10]1[S:11][CH:12]=[C:8]([C:3]2[CH:4]=[CH:5][CH:6]=[CH:7][C:2]=2[Cl:1])[N:9]=1)(=[O:25])=[O:24], predict the reactants needed to synthesize it. The reactants are: [Cl:1][C:2]1[CH:7]=[CH:6][CH:5]=[CH:4][C:3]=1[C:8]1[N:9]=[C:10]([NH2:13])[S:11][CH:12]=1.[Cl:14][C:15]1[C:20]([Cl:21])=[C:19]([Cl:22])[CH:18]=[CH:17][C:16]=1[S:23](Cl)(=[O:25])=[O:24]. (3) Given the product [CH:33]1([CH2:32][O:31][C:22]2[CH:23]=[CH:24][C:25]([C:27]([F:30])([F:29])[F:28])=[CH:26][C:21]=2[C:20]2[C:15]3[NH:14][C:13]([CH3:36])=[C:12]([C:10]([NH:9][C@H:6]4[CH2:7][CH2:8][C@@H:3]([NH:2][C:42](=[O:43])[C@@H:41]([OH:40])[CH3:45])[CH2:4][CH2:5]4)=[O:11])[C:16]=3[N:17]=[CH:18][N:19]=2)[CH2:34][CH2:35]1, predict the reactants needed to synthesize it. The reactants are: Cl.[NH2:2][C@@H:3]1[CH2:8][CH2:7][C@H:6]([NH:9][C:10]([C:12]2[C:16]3[N:17]=[CH:18][N:19]=[C:20]([C:21]4[CH:26]=[C:25]([C:27]([F:30])([F:29])[F:28])[CH:24]=[CH:23][C:22]=4[O:31][CH2:32][CH:33]4[CH2:35][CH2:34]4)[C:15]=3[NH:14][C:13]=2[CH3:36])=[O:11])[CH2:5][CH2:4]1.C([O:40][C@@H:41]([CH3:45])[C:42](Cl)=[O:43])(=O)C.